Dataset: Full USPTO retrosynthesis dataset with 1.9M reactions from patents (1976-2016). Task: Predict the reactants needed to synthesize the given product. (1) Given the product [Br:1][C:2]1[CH:10]=[CH:9][C:5]([C:23](=[O:24])[CH2:25][Cl:19])=[CH:4][C:3]=1[Cl:11], predict the reactants needed to synthesize it. The reactants are: [Br:1][C:2]1[CH:10]=[CH:9][C:5](C(Cl)=O)=[CH:4][C:3]=1[Cl:11].C[Si](C=[N+]=[N-])(C)C.[ClH:19].CCO[C:23]([CH3:25])=[O:24]. (2) Given the product [CH2:12]([O:11][C:9](=[O:10])[CH:8]([C:29]1[CH:34]=[CH:33][C:32]([N+:35]([O-:37])=[O:36])=[CH:31][N:30]=1)[C:7]([O:20][CH2:21][C:22]1[CH:23]=[CH:24][CH:25]=[CH:26][CH:27]=1)=[O:19])[C:13]1[CH:18]=[CH:17][CH:16]=[CH:15][CH:14]=1, predict the reactants needed to synthesize it. The reactants are: CC(C)([O-])C.[K+].[C:7]([O:20][CH2:21][C:22]1[CH:27]=[CH:26][CH:25]=[CH:24][CH:23]=1)(=[O:19])[CH2:8][C:9]([O:11][CH2:12][C:13]1[CH:18]=[CH:17][CH:16]=[CH:15][CH:14]=1)=[O:10].Cl[C:29]1[CH:34]=[CH:33][C:32]([N+:35]([O-:37])=[O:36])=[CH:31][N:30]=1. (3) Given the product [OH:1][C@H:2]1[CH2:7][CH2:6][C@H:5]([C:8]([O:10][C:11]([CH3:14])([CH3:13])[CH3:12])=[O:9])[CH2:4][CH2:3]1, predict the reactants needed to synthesize it. The reactants are: [OH:1][C@H:2]1[CH2:7][CH2:6][C@H:5]([C:8]([OH:10])=[O:9])[CH2:4][CH2:3]1.[C:11](OC(N(C)C)O[C:11]([CH3:14])([CH3:13])[CH3:12])([CH3:14])([CH3:13])[CH3:12]. (4) Given the product [I:23][CH2:6][CH2:7][CH2:8][C:9]1[CH:10]=[C:11]([O:15][CH2:16][C:17]2[CH:22]=[CH:21][CH:20]=[CH:19][CH:18]=2)[CH:12]=[CH:13][CH:14]=1, predict the reactants needed to synthesize it. The reactants are: CS(O[CH2:6][CH2:7][CH2:8][C:9]1[CH:14]=[CH:13][CH:12]=[C:11]([O:15][CH2:16][C:17]2[CH:22]=[CH:21][CH:20]=[CH:19][CH:18]=2)[CH:10]=1)(=O)=O.[I-:23].[Na+]. (5) Given the product [CH3:1][O:2][C:3]1[N:8]=[C:7]([C:9]2[N:10]=[C:11]3[CH:14]([C:20]4[CH:25]=[CH:24][CH:23]=[CH:22][C:21]=4[C:26]([F:28])([F:29])[F:27])[CH2:15][CH2:16][C:17](=[O:18])[N:12]3[N:13]=2)[CH:6]=[CH:5][C:4]=1[N:30]1[CH:34]=[C:33]([CH3:35])[N:32]=[CH:31]1, predict the reactants needed to synthesize it. The reactants are: [CH3:1][O:2][C:3]1[N:8]=[C:7]([C:9]2[N:10]=[C:11]([CH:14]([C:20]3[CH:25]=[CH:24][CH:23]=[CH:22][C:21]=3[C:26]([F:29])([F:28])[F:27])[CH2:15][CH2:16][C:17](O)=[O:18])[NH:12][N:13]=2)[CH:6]=[CH:5][C:4]=1[N:30]1[CH:34]=[C:33]([CH3:35])[N:32]=[CH:31]1.C(N(C(C)C)CC)(C)C.ON1C2C=CC=CC=2N=N1. (6) Given the product [Cl:55][C:56]1[CH:70]=[CH:69][C:59]([CH2:60][C:6]2([O:5][CH3:4])[CH2:7][CH2:8][N:9]([S:12]([C:15]3[C:19]([CH3:20])=[N:18][NH:17][C:16]=3[CH3:22])(=[O:13])=[O:14])[CH2:10][CH2:11]2)=[C:58]([O:71][CH3:72])[CH:57]=1, predict the reactants needed to synthesize it. The reactants are: ClC1C=[C:4](C=CC=1Cl)[O:5][CH:6]1[CH2:11][CH2:10][N:9]([S:12]([C:15]2[C:16]([CH3:22])=[N:17][N:18](C)[C:19]=2[CH3:20])(=[O:14])=[O:13])[CH2:8][CH2:7]1.ClC1C=C(C=CC=1Cl)NCC1CCN(S(C2C(C)=NN(C)C=2C)(=O)=O)CC1.Cl.[Cl:55][C:56]1[CH:70]=[CH:69][C:59]([CH2:60]C2(OC)CCNCC2)=[C:58]([O:71][CH3:72])[CH:57]=1.